From a dataset of Reaction yield outcomes from USPTO patents with 853,638 reactions. Predict the reaction yield, written as a fraction of the theoretical maximum amount of product (1.0 means a 100% yield; for example, 0.34 means a 34% yield). The reactants are [CH3:1][O:2][C:3]1[CH:4]=[C:5]2[C:10](=[CH:11][C:12]=1[O:13][CH2:14][CH:15]1[CH2:17][O:16]1)[N:9]=[CH:8][CH:7]=[C:6]2[O:18][C:19]1[C:20]([CH3:29])=[N:21][C:22]2[C:27]([CH:28]=1)=[CH:26][CH:25]=[CH:24][N:23]=2.FC(F)(F)C(O)=[O:33].[OH-].[Na+].O. The catalyst is C(Cl)Cl. The product is [CH3:1][O:2][C:3]1[CH:4]=[C:5]2[C:10](=[CH:11][C:12]=1[O:13][CH2:14][CH:15]([OH:16])[CH2:17][OH:33])[N:9]=[CH:8][CH:7]=[C:6]2[O:18][C:19]1[C:20]([CH3:29])=[N:21][C:22]2[C:27]([CH:28]=1)=[CH:26][CH:25]=[CH:24][N:23]=2. The yield is 0.560.